Dataset: Reaction yield outcomes from USPTO patents with 853,638 reactions. Task: Predict the reaction yield, written as a fraction of the theoretical maximum amount of product (1.0 means a 100% yield; for example, 0.34 means a 34% yield). The reactants are [NH2:1][C:2]1[CH:3]=[C:4]([CH:9]=[CH:10][CH:11]=1)[C:5]([O:7][CH3:8])=[O:6].Br[CH2:13][C:14]([O:16]C)=[O:15].[C:18]([O-])(=O)C.[Na+]. The catalyst is CO. The product is [CH3:18][N:1]([C:2]1[CH:11]=[CH:10][CH:9]=[C:4]([C:5]([O:7][CH3:8])=[O:6])[CH:3]=1)[CH2:13][C:14]([OH:16])=[O:15]. The yield is 0.450.